From a dataset of Forward reaction prediction with 1.9M reactions from USPTO patents (1976-2016). Predict the product of the given reaction. (1) Given the reactants [Cl:1][C:2]1[CH:3]=[N+:4]([O-:27])[CH:5]=[C:6]([Cl:26])[C:7]=1[CH2:8][C@@H:9]([C:11]1[CH:16]=[CH:15][C:14]([O:17][CH:18]([F:20])[F:19])=[C:13]([O:21][CH2:22][CH:23]2[CH2:25][CH2:24]2)[CH:12]=1)[OH:10].[C:28]([O:32][C:33]([NH:35][CH2:36][C:37](O)=[O:38])=[O:34])([CH3:31])([CH3:30])[CH3:29].C(Cl)CCl, predict the reaction product. The product is: [C:28]([O:32][C:33]([NH:35][CH2:36][C:37]([O:10][C@H:9]([C:11]1[CH:16]=[CH:15][C:14]([O:17][CH:18]([F:20])[F:19])=[C:13]([O:21][CH2:22][CH:23]2[CH2:25][CH2:24]2)[CH:12]=1)[CH2:8][C:7]1[C:6]([Cl:26])=[CH:5][N+:4]([O-:27])=[CH:3][C:2]=1[Cl:1])=[O:38])=[O:34])([CH3:31])([CH3:30])[CH3:29]. (2) The product is: [NH2:7][CH2:8][CH:9]1[CH2:10][CH2:11][CH:12]([CH2:15][NH:16][C:17]2[C:22]([N+:23]([O-:25])=[O:24])=[CH:21][N:20]=[C:19]([NH:26][CH2:27][C:28]3[CH:29]=[C:30]([CH:31]=[CH:32][CH:33]=3)[C:34]([NH:35][CH2:36][CH2:37][OH:38])=[O:39])[N:18]=2)[CH2:13][CH2:14]1. Given the reactants C(OC(=O)[NH:7][CH2:8][CH:9]1[CH2:14][CH2:13][CH:12]([CH2:15][NH:16][C:17]2[C:22]([N+:23]([O-:25])=[O:24])=[CH:21][N:20]=[C:19]([NH:26][CH2:27][C:28]3[CH:33]=[CH:32][CH:31]=[C:30]([C:34](=[O:39])[NH:35][CH2:36][CH2:37][OH:38])[CH:29]=3)[N:18]=2)[CH2:11][CH2:10]1)(C)(C)C.FC(F)(F)C(O)=O, predict the reaction product. (3) Given the reactants [N:1]1[NH:2][CH:3]=[C:4]2[C:9]=1[CH2:8][CH2:7][CH:6]=[C:5]2[C:10]1[CH:17]=[CH:16][C:13]([C:14]#[N:15])=[CH:12][CH:11]=1.C1COCC1, predict the reaction product. The product is: [N:1]1[NH:2][CH:3]=[C:4]2[C:9]=1[CH2:8][CH2:7][CH2:6][CH:5]2[C:10]1[CH:11]=[CH:12][C:13]([C:14]#[N:15])=[CH:16][CH:17]=1. (4) Given the reactants F[C:2]1[CH:3]=[C:4]2[C:9](=[CH:10][CH:11]=1)[C:8](=[O:12])[NH:7][CH:6]=[CH:5]2.[NH2:13][NH2:14], predict the reaction product. The product is: [NH:13]([C:2]1[CH:3]=[C:4]2[C:9](=[CH:10][CH:11]=1)[C:8](=[O:12])[NH:7][CH:6]=[CH:5]2)[NH2:14]. (5) Given the reactants Br[C:2]1[CH:10]=[C:9]([F:11])[CH:8]=[CH:7][C:3]=1[C:4]([OH:6])=[O:5].C(=O)([O-])[O-].[Cs+].[Cs+].CNC1CCCCC1NC.[NH:28]1[CH:32]=[CH:31][N:30]=[N:29]1, predict the reaction product. The product is: [F:11][C:9]1[CH:8]=[CH:7][C:3]([C:4]([OH:6])=[O:5])=[C:2]([N:29]2[N:30]=[CH:31][CH:32]=[N:28]2)[CH:10]=1. (6) Given the reactants Cl[C:2](=[C:21]1[C:29]2[C:24](=[CH:25][CH:26]=[C:27]([N+:30]([O-:32])=[O:31])[CH:28]=2)[N:23]([C:33](=[O:35])[CH3:34])[C:22]1=[O:36])[C:3]1[CH:8]=[CH:7][C:6]([CH2:9][N:10]2[C:14](=[O:15])[C:13]3=[CH:16][CH:17]=[CH:18][CH:19]=[C:12]3[C:11]2=[O:20])=[CH:5][CH:4]=1.[C:37]([O:41][C:42]([NH:44][CH2:45][C:46]1[CH:52]=[CH:51][C:49]([NH2:50])=[CH:48][CH:47]=1)=[O:43])([CH3:40])([CH3:39])[CH3:38].C(N(CC)CC)C, predict the reaction product. The product is: [C:37]([O:41][C:42]([NH:44][CH2:45][C:46]1[CH:52]=[CH:51][C:49]([NH:50]/[C:2](=[C:21]2\[C:22](=[O:36])[N:23]([C:33](=[O:35])[CH3:34])[C:24]3[C:29]\2=[CH:28][C:27]([N+:30]([O-:32])=[O:31])=[CH:26][CH:25]=3)/[C:3]2[CH:8]=[CH:7][C:6]([CH2:9][N:10]3[C:14](=[O:15])[C:13]4=[CH:16][CH:17]=[CH:18][CH:19]=[C:12]4[C:11]3=[O:20])=[CH:5][CH:4]=2)=[CH:48][CH:47]=1)=[O:43])([CH3:40])([CH3:38])[CH3:39].